This data is from Full USPTO retrosynthesis dataset with 1.9M reactions from patents (1976-2016). The task is: Predict the reactants needed to synthesize the given product. (1) Given the product [CH3:18][O:19][C:20]1[CH:21]=[C:22]([CH:26]=[CH:27][C:28]=1[O:29][CH3:30])[CH2:23][N:24]([CH3:25])[C:2]1[N:7]=[CH:6][C:5]([CH2:8][N:9]2[C:13]([CH3:14])=[CH:12][C:11]([C:15]([OH:17])=[O:16])=[N:10]2)=[CH:4][CH:3]=1, predict the reactants needed to synthesize it. The reactants are: Cl[C:2]1[N:7]=[CH:6][C:5]([CH2:8][N:9]2[C:13]([CH3:14])=[CH:12][C:11]([C:15]([OH:17])=[O:16])=[N:10]2)=[CH:4][CH:3]=1.[CH3:18][O:19][C:20]1[CH:21]=[C:22]([CH:26]=[CH:27][C:28]=1[O:29][CH3:30])[CH2:23][NH:24][CH3:25].C(OCC)(=O)C. (2) Given the product [C:1]([O:5][C:6]([N:8]1[CH2:13][CH2:12][CH:11]([N:14]2[CH:18]=[C:17]([C:19]3[CH:20]=[N:21][C:22]([NH2:34])=[C:23]([C:42]4[N:43]=[CH:44][C:45]5[C:40]([CH:41]=4)=[C:39]([CH3:54])[CH:38]=[CH:37][C:36]=5[F:35])[CH:24]=3)[CH:16]=[N:15]2)[CH2:10][CH2:9]1)=[O:7])([CH3:2])([CH3:3])[CH3:4], predict the reactants needed to synthesize it. The reactants are: [C:1]([O:5][C:6]([N:8]1[CH2:13][CH2:12][CH:11]([N:14]2[CH:18]=[C:17]([C:19]3[CH:20]=[N:21][C:22]([NH2:34])=[C:23](B4OC(C)(C)C(C)(C)O4)[CH:24]=3)[CH:16]=[N:15]2)[CH2:10][CH2:9]1)=[O:7])([CH3:4])([CH3:3])[CH3:2].[F:35][C:36]1[CH:37]=[CH:38][C:39]([CH3:54])=[C:40]2[C:45]=1[CH:44]=[N:43][C:42](OS(C(F)(F)F)(=O)=O)=[CH:41]2.O1CCOCC1.C([O-])([O-])=O.[Cs+].[Cs+].O.